The task is: Binary Classification. Given a T-cell receptor sequence (or CDR3 region) and an epitope sequence, predict whether binding occurs between them.. This data is from TCR-epitope binding with 47,182 pairs between 192 epitopes and 23,139 TCRs. (1) The epitope is RQLLFVVEV. The TCR CDR3 sequence is CASSPVTGGDNSPLHF. Result: 0 (the TCR does not bind to the epitope). (2) The epitope is SLYNTVATL. The TCR CDR3 sequence is CASNGGSVWGRETQYF. Result: 0 (the TCR does not bind to the epitope). (3) The epitope is EPLPQGQLTAY. The TCR CDR3 sequence is CASSKGQGEQYF. Result: 0 (the TCR does not bind to the epitope). (4) The epitope is VLAWLYAAV. The TCR CDR3 sequence is CAISELAGRGNEQFF. Result: 1 (the TCR binds to the epitope).